Predict which catalyst facilitates the given reaction. From a dataset of Catalyst prediction with 721,799 reactions and 888 catalyst types from USPTO. (1) Product: [Cl:25][CH2:21][C:6]1[CH:7]=[C:8]([CH:9]=[C:4]([O:3][CH2:1][CH3:2])[CH:5]=1)[O:10][C:11]1[CH:16]=[CH:15][C:14]([C:17]([F:20])([F:19])[F:18])=[CH:13][N:12]=1. The catalyst class is: 4. Reactant: [CH2:1]([O:3][C:4]1[CH:5]=[C:6]([CH2:21]O)[CH:7]=[C:8]([O:10][C:11]2[CH:16]=[CH:15][C:14]([C:17]([F:20])([F:19])[F:18])=[CH:13][N:12]=2)[CH:9]=1)[CH3:2].S(Cl)([Cl:25])=O. (2) Reactant: [CH3:1][O:2][C:3]1[CH:4]=[C:5]([CH:9]2[CH2:14][C:13]([CH3:16])([CH3:15])[CH2:12][CH2:11][C:10]2=O)[CH:6]=[CH:7][CH:8]=1.[CH3:18][O:19][C:20](=[O:41])[CH:21]=P(C1C=CC=CC=1)(C1C=CC=CC=1)C1C=CC=CC=1. Product: [CH3:18][O:19][C:20](=[O:41])[CH:21]=[C:10]1[CH2:11][CH2:12][C:13]([CH3:16])([CH3:15])[CH2:14][CH:9]1[C:5]1[CH:6]=[CH:7][CH:8]=[C:3]([O:2][CH3:1])[CH:4]=1. The catalyst class is: 691.